This data is from Forward reaction prediction with 1.9M reactions from USPTO patents (1976-2016). The task is: Predict the product of the given reaction. (1) Given the reactants [C:1]1([C:7]2[S:11][CH:10]=[N:9][C:8]=2C(O)=O)[CH:6]=[CH:5][CH:4]=[CH:3][CH:2]=1.C1C=CC(P([N:29]=[N+]=[N-])(C2C=CC=CC=2)=O)=CC=1.[N:32]12[CH2:39][C:36]([CH2:40][OH:41])([CH2:37][CH2:38]1)[CH2:35][CH2:34][CH2:33]2.[ClH:42].[O:43]1[CH2:48]COCC1, predict the reaction product. The product is: [ClH:42].[C:1]1([C:7]2[S:11][CH:10]=[N:9][C:8]=2[NH:29][C:48](=[O:43])[O:41][CH2:40][C:36]23[CH2:39][N:32]([CH2:38][CH2:37]2)[CH2:33][CH2:34][CH2:35]3)[CH:2]=[CH:3][CH:4]=[CH:5][CH:6]=1. (2) Given the reactants Cl[C:2]1[C:3]2[CH:10]=[CH:9][NH:8][C:4]=2[N:5]=[CH:6][N:7]=1.[F:11][C:12]([F:28])([C:21]1[CH:26]=[CH:25][C:24]([F:27])=[CH:23][CH:22]=1)[CH2:13][N:14]1[CH2:19][CH2:18][CH:17]([NH2:20])[CH2:16][CH2:15]1.CCN(C(C)C)C(C)C, predict the reaction product. The product is: [F:28][C:12]([F:11])([C:21]1[CH:26]=[CH:25][C:24]([F:27])=[CH:23][CH:22]=1)[CH2:13][N:14]1[CH2:19][CH2:18][CH:17]([NH:20][C:2]2[C:3]3[CH:10]=[CH:9][NH:8][C:4]=3[N:5]=[CH:6][N:7]=2)[CH2:16][CH2:15]1. (3) Given the reactants Cl[C:2](OC1C=CC([N+]([O-])=O)=CC=1)=[O:3].[Cl:14][C:15]1[C:16]([CH3:22])=[CH:17][C:18]([OH:21])=[CH:19][CH:20]=1.CCN(C(C)C)C(C)C.CS(O)(=O)=O.[NH2:37][CH2:38][C:39]1[CH:40]=[C:41]2[C:45](=[CH:46][CH:47]=1)[C:44](=[O:48])[N:43]([CH:49]1[CH2:54][CH2:53][C:52](=[O:55])[NH:51][C:50]1=[O:56])[CH2:42]2, predict the reaction product. The product is: [Cl:14][C:15]1[CH:20]=[CH:19][C:18]([O:21][C:2](=[O:3])[NH:37][CH2:38][C:39]2[CH:40]=[C:41]3[C:45](=[CH:46][CH:47]=2)[C:44](=[O:48])[N:43]([CH:49]2[CH2:54][CH2:53][C:52](=[O:55])[NH:51][C:50]2=[O:56])[CH2:42]3)=[CH:17][C:16]=1[CH3:22]. (4) Given the reactants Br[C:2]1[CH:3]=[C:4]2[C:8](=[CH:9][CH:10]=1)[N:7]([CH:11]1[CH2:16][CH2:15][CH2:14][CH2:13][O:12]1)[N:6]=[C:5]2[C:17]1[N:22]=[C:21]([O:23][C@@H:24]2[CH2:29][CH2:28][CH2:27][N:26]([C:30]([O:32][C:33]([CH3:36])([CH3:35])[CH3:34])=[O:31])[CH2:25]2)[CH:20]=[N:19][CH:18]=1.[CH3:37][O:38][C:39]1[CH:40]=[C:41](B2OC(C)(C)C(C)(C)O2)[CH:42]=[N:43][CH:44]=1.C([O-])([O-])=O.[Na+].[Na+], predict the reaction product. The product is: [CH3:37][O:38][C:39]1[CH:40]=[C:41]([C:2]2[CH:3]=[C:4]3[C:8](=[CH:9][CH:10]=2)[N:7]([CH:11]2[CH2:16][CH2:15][CH2:14][CH2:13][O:12]2)[N:6]=[C:5]3[C:17]2[N:22]=[C:21]([O:23][C@@H:24]3[CH2:29][CH2:28][CH2:27][N:26]([C:30]([O:32][C:33]([CH3:34])([CH3:35])[CH3:36])=[O:31])[CH2:25]3)[CH:20]=[N:19][CH:18]=2)[CH:42]=[N:43][CH:44]=1. (5) Given the reactants [N:1]1[CH:6]=[CH:5][CH:4]=[CH:3][CH:2]=1.[Cl:7][C:8]1[CH:9]=[C:10]2[C:14](=[CH:15][CH:16]=1)[N:13]([CH3:17])[C:12](=[O:18])[C:11]2=[O:19].FC(F)(F)S(O[C:26]1[CH:31]=[CH:30][CH:29]=[CH:28][C:27]=1[Si](C)(C)C)(=O)=O.[F-].[K+].O1CCOCCOCCOCCOCCOCC1, predict the reaction product. The product is: [Cl:7][C:8]1[CH:9]=[C:10]2[C:14](=[CH:15][CH:16]=1)[N:13]([CH3:17])[C:12](=[O:18])[C:11]2([O:19][C:26]1[CH:31]=[CH:30][CH:29]=[CH:28][CH:27]=1)[C:2]1[CH:3]=[CH:4][CH:5]=[CH:6][N:1]=1. (6) Given the reactants [CH3:1][C:2]1[CH:6]=[CH:5][S:4][C:3]=1[C:7]1[C:8]([CH3:22])=[N:9][N:10]2[C:15]([CH:16]([CH2:19][CH3:20])[CH2:17][CH3:18])=[CH:14][C:13]([CH3:21])=[N:12][C:11]=12.FC(F)(F)C(O)=O.[N+:30]([O-])([OH:32])=[O:31], predict the reaction product. The product is: [N+:30]([C:5]1[S:4][C:3]([C:7]2[C:8]([CH3:22])=[N:9][N:10]3[C:15]([CH:16]([CH2:17][CH3:18])[CH2:19][CH3:20])=[CH:14][C:13]([CH3:21])=[N:12][C:11]=23)=[C:2]([CH3:1])[CH:6]=1)([O-:32])=[O:31]. (7) Given the reactants [NH2:1][C:2]1[C:6]([CH3:7])=[CH:5][S:4][C:3]=1[C:8]([O:10]C)=[O:9].[OH-].[Na+].Cl, predict the reaction product. The product is: [NH2:1][C:2]1[C:6]([CH3:7])=[CH:5][S:4][C:3]=1[C:8]([OH:10])=[O:9]. (8) Given the reactants Cl[CH2:2][C:3]1[N:4]=[C:5]([C:9]2[CH:14]=[CH:13][CH:12]=[CH:11][CH:10]=2)[O:6][C:7]=1[CH3:8].[OH:15][C:16]1[CH:25]=[CH:24][C:19]([C:20]([O:22][CH3:23])=[O:21])=[CH:18][CH:17]=1.C(=O)([O-])[O-].[K+].[K+], predict the reaction product. The product is: [CH3:23][O:22][C:20](=[O:21])[C:19]1[CH:24]=[CH:25][C:16]([O:15][CH2:2][C:3]2[N:4]=[C:5]([C:9]3[CH:14]=[CH:13][CH:12]=[CH:11][CH:10]=3)[O:6][C:7]=2[CH3:8])=[CH:17][CH:18]=1.